From a dataset of Catalyst prediction with 721,799 reactions and 888 catalyst types from USPTO. Predict which catalyst facilitates the given reaction. (1) Reactant: Cl[CH2:2][CH:3]([C:5]1[NH:6][CH:7]=[CH:8][CH:9]=1)[OH:4].[CH3:10][NH2:11].[BH4-].[Na+]. Product: [CH3:10][NH:11][CH2:2][CH:3]([C:5]1[NH:6][CH:7]=[CH:8][CH:9]=1)[OH:4]. The catalyst class is: 24. (2) Reactant: C([O:8][C:9]1[N:14]=[CH:13][C:12]([C:15]2[CH:16]=[C:17]3[N:23]=[CH:22][N:21]([C:24]4[CH:25]=[C:26]([NH:38][S:39]([CH2:42][CH3:43])(=[O:41])=[O:40])[CH:27]=[C:28]([C:30]5[CH:35]=[CH:34][C:33]([F:36])=[CH:32][C:31]=5[F:37])[CH:29]=4)[C:18]3=[N:19][CH:20]=2)=[CH:11][CH:10]=1)C1C=CC=CC=1. Product: [F:37][C:31]1[CH:32]=[C:33]([F:36])[CH:34]=[CH:35][C:30]=1[C:28]1[CH:29]=[C:24]([N:21]2[C:18]3=[N:19][CH:20]=[C:15]([C:12]4[CH:11]=[CH:10][C:9](=[O:8])[NH:14][CH:13]=4)[CH:16]=[C:17]3[N:23]=[CH:22]2)[CH:25]=[C:26]([NH:38][S:39]([CH2:42][CH3:43])(=[O:41])=[O:40])[CH:27]=1. The catalyst class is: 67. (3) Product: [CH2:1]([C:4]1[N:5]([C:17]([O:19][C:20]([CH3:23])([CH3:22])[CH3:21])=[O:18])[C:6]2[C:11]([C:12]=1[CH2:13][C:14]([NH:25][C@@H:26]([CH2:31][C:32]1[CH:37]=[C:36]([F:38])[CH:35]=[C:34]([Br:39])[CH:33]=1)[C:27]([O:29][CH3:30])=[O:28])=[O:15])=[CH:10][CH:9]=[CH:8][CH:7]=2)[CH:2]=[CH2:3]. The catalyst class is: 2. Reactant: [CH2:1]([C:4]1[N:5]([C:17]([O:19][C:20]([CH3:23])([CH3:22])[CH3:21])=[O:18])[C:6]2[C:11]([C:12]=1[CH2:13][C:14](O)=[O:15])=[CH:10][CH:9]=[CH:8][CH:7]=2)[CH:2]=[CH2:3].Cl.[NH2:25][C@@H:26]([CH2:31][C:32]1[CH:37]=[C:36]([F:38])[CH:35]=[C:34]([Br:39])[CH:33]=1)[C:27]([O:29][CH3:30])=[O:28].CN(C(ON1N=NC2C=CC=NC1=2)=[N+](C)C)C.F[P-](F)(F)(F)(F)F.CCN(C(C)C)C(C)C. (4) Reactant: O[C:2]1[CH:9]=[CH:8][C:5]([CH:6]=[O:7])=[CH:4][CH:3]=1.Br[C:11]1[CH:16]=[CH:15][C:14]([Br:17])=[CH:13][N:12]=1.[C:18]([O-:21])([O-])=O.[K+].[K+].[C:24]([O-])(O)=O.[Na+]. Product: [CH2:9]([C:8]1[CH:24]=[C:18]([O:21][C:11]2[CH:16]=[CH:15][C:14]([Br:17])=[CH:13][N:12]=2)[CH:3]=[CH:4][C:5]=1[CH:6]=[O:7])[CH3:2]. The catalyst class is: 287.